This data is from Reaction yield outcomes from USPTO patents with 853,638 reactions. The task is: Predict the reaction yield, written as a fraction of the theoretical maximum amount of product (1.0 means a 100% yield; for example, 0.34 means a 34% yield). The reactants are [Cl-].O[NH3+:3].[C:4](=[O:7])([O-])[OH:5].[Na+].CS(C)=O.[CH2:13]([C:17]1[N:18]=[C:19]([CH3:47])[N:20]([C:39]2[CH:44]=[CH:43][C:42]([O:45][CH3:46])=[CH:41][CH:40]=2)[C:21](=[O:38])[C:22]=1[CH2:23][C:24]1[CH:29]=[CH:28][C:27]([C:30]2[C:31]([C:36]#[N:37])=[CH:32][CH:33]=[CH:34][CH:35]=2)=[CH:26][CH:25]=1)[CH2:14][CH2:15][CH3:16]. The catalyst is O.C(OCC)(=O)C. The product is [CH2:13]([C:17]1[N:18]=[C:19]([CH3:47])[N:20]([C:39]2[CH:40]=[CH:41][C:42]([O:45][CH3:46])=[CH:43][CH:44]=2)[C:21](=[O:38])[C:22]=1[CH2:23][C:24]1[CH:25]=[CH:26][C:27]([C:30]2[CH:35]=[CH:34][CH:33]=[CH:32][C:31]=2[C:36]2[NH:3][C:4](=[O:7])[O:5][N:37]=2)=[CH:28][CH:29]=1)[CH2:14][CH2:15][CH3:16]. The yield is 0.780.